From a dataset of Forward reaction prediction with 1.9M reactions from USPTO patents (1976-2016). Predict the product of the given reaction. The product is: [Cl:1][C:2]1[CH:7]=[CH:6][C:5]([CH:8]([C:28]2[CH:29]=[CH:30][C:25]([S:22]([CH3:21])(=[O:24])=[O:23])=[CH:26][CH:27]=2)[CH2:9][C:10]([C:12]2[CH:13]=[CH:14][C:15](=[O:19])[N:16]([CH3:18])[CH:17]=2)=[O:11])=[C:4]([F:20])[CH:3]=1. Given the reactants [Cl:1][C:2]1[CH:7]=[CH:6][C:5](/[CH:8]=[CH:9]/[C:10]([C:12]2[CH:13]=[CH:14][C:15](=[O:19])[N:16]([CH3:18])[CH:17]=2)=[O:11])=[C:4]([F:20])[CH:3]=1.[CH3:21][S:22]([C:25]1[CH:30]=[CH:29][C:28](B(O)O)=[CH:27][CH:26]=1)(=[O:24])=[O:23].C(=O)([O-])O.[Na+], predict the reaction product.